From a dataset of Forward reaction prediction with 1.9M reactions from USPTO patents (1976-2016). Predict the product of the given reaction. (1) Given the reactants [NH2:1][C:2]1[CH:9]=[C:8]([N+:10]([O-:12])=[O:11])[CH:7]=[CH:6][C:3]=1[C:4]#[N:5].N1C=CC=CC=1.[F:19][C:20]1[CH:28]=[CH:27][C:23]([C:24](Cl)=[O:25])=[CH:22][CH:21]=1, predict the reaction product. The product is: [C:4]([C:3]1[CH:6]=[CH:7][C:8]([N+:10]([O-:12])=[O:11])=[CH:9][C:2]=1[NH:1][C:24](=[O:25])[C:23]1[CH:27]=[CH:28][C:20]([F:19])=[CH:21][CH:22]=1)#[N:5]. (2) Given the reactants Br[CH2:2]/[CH:3]=[CH:4]/[C:5]([NH:7][C:8]1[CH:9]=[C:10]2[C:15](=[CH:16][C:17]=1[O:18][CH3:19])[N:14]=[CH:13][N:12]=[C:11]2[NH:20][C:21]1[CH:26]=[CH:25][C:24]([F:27])=[C:23]([Cl:28])[CH:22]=1)=[O:6].[CH:29]12[CH2:36][CH2:35][CH:34]1[CH2:33][CH2:32][CH2:31][NH:30]2.CCN(C(C)C)C(C)C.O, predict the reaction product. The product is: [CH:29]12[CH2:36][CH2:35][CH:34]1[CH2:33][CH2:32][CH2:31][N:30]2[CH2:2]/[CH:3]=[CH:4]/[C:5]([NH:7][C:8]1[CH:9]=[C:10]2[C:15](=[CH:16][C:17]=1[O:18][CH3:19])[N:14]=[CH:13][N:12]=[C:11]2[NH:20][C:21]1[CH:26]=[CH:25][C:24]([F:27])=[C:23]([Cl:28])[CH:22]=1)=[O:6]. (3) Given the reactants C(O[C:4]([C:6]1[S:7][C:8]([C:11]2[CH:12]=[CH:13][C:14]3[N:15]([C:17]([C:20]([C:23]4[CH:24]=[CH:25][C:26]5[O:30][CH2:29][CH2:28][C:27]=5[CH:31]=4)([F:22])[F:21])=[N:18][N:19]=3)[N:16]=2)=[CH:9][CH:10]=1)=[O:5])C.[OH-].[Na+].CN(C(ON1N=NC2C=CC=NC1=2)=[N+](C)C)C.F[P-](F)(F)(F)(F)F.C1C=CC2N(O)N=NC=2C=1.CCN(C(C)C)C(C)C.[CH3:77][N:78]1[CH2:83][CH2:82][NH:81][CH2:80][CH2:79]1, predict the reaction product. The product is: [O:30]1[C:26]2[CH:25]=[CH:24][C:23]([C:20]([F:21])([F:22])[C:17]3[N:15]4[N:16]=[C:11]([C:8]5[S:7][C:6]([C:4]([N:81]6[CH2:82][CH2:83][N:78]([CH3:77])[CH2:79][CH2:80]6)=[O:5])=[CH:10][CH:9]=5)[CH:12]=[CH:13][C:14]4=[N:19][N:18]=3)=[CH:31][C:27]=2[CH2:28][CH2:29]1. (4) Given the reactants C([S:4][CH:5]1[CH2:10][CH2:9][N:8]([CH:11]([C:17]2[CH:22]=[CH:21][CH:20]=[CH:19][C:18]=2[F:23])[C:12]([CH:14]2[CH2:16][CH2:15]2)=[O:13])[CH2:7]/[C:6]/1=[CH:24]\[C:25]1[N:26]=[N:27][N:28]([CH2:30][CH2:31][CH2:32][CH2:33][C:34]([O:36][CH2:37][CH3:38])=[O:35])[CH:29]=1)(=O)C.[ClH:39], predict the reaction product. The product is: [ClH:39].[CH:14]1([C:12](=[O:13])[CH:11]([N:8]2[CH2:9][CH2:10][CH:5]([SH:4])/[C:6](=[CH:24]/[C:25]3[N:26]=[N:27][N:28]([CH2:30][CH2:31][CH2:32][CH2:33][C:34]([O:36][CH2:37][CH3:38])=[O:35])[CH:29]=3)/[CH2:7]2)[C:17]2[CH:22]=[CH:21][CH:20]=[CH:19][C:18]=2[F:23])[CH2:16][CH2:15]1. (5) Given the reactants [CH2:1]([O:8][C:9]1[CH:14]=[CH:13][C:12]([CH3:15])=[CH:11][C:10]=1[O:16][CH3:17])[C:2]1[CH:7]=[CH:6][CH:5]=[CH:4][CH:3]=1.[Br:18]N1C(=O)CCC1=O, predict the reaction product. The product is: [CH2:1]([O:8][C:9]1[C:10]([O:16][CH3:17])=[CH:11][C:12]([CH3:15])=[C:13]([Br:18])[CH:14]=1)[C:2]1[CH:3]=[CH:4][CH:5]=[CH:6][CH:7]=1. (6) Given the reactants Br[CH2:2][CH2:3][CH2:4][N:5]1[C:10]2[CH:11]=[CH:12][CH:13]=[CH:14][C:9]=2[CH2:8][N:7]([C:15]2[CH:20]=[CH:19][CH:18]=[CH:17][C:16]=2[F:21])[S:6]1(=[O:23])=[O:22].[CH3:24][NH2:25].C(=O)(O)[O-].[Na+], predict the reaction product. The product is: [F:21][C:16]1[CH:17]=[CH:18][CH:19]=[CH:20][C:15]=1[N:7]1[CH2:8][C:9]2[CH:14]=[CH:13][CH:12]=[CH:11][C:10]=2[N:5]([CH2:4][CH2:3][CH2:2][NH:25][CH3:24])[S:6]1(=[O:23])=[O:22]. (7) Given the reactants [I:1]N1C(=O)CCC1=O.[CH2:9]([CH:11]([N:14]1[C:22]2[N:21]3[N:23]=[C:24]([CH3:26])[CH:25]=[C:20]3[N:19]=[C:18]([CH3:27])[C:17]=2[CH2:16][CH2:15]1)[CH2:12][CH3:13])[CH3:10].O, predict the reaction product. The product is: [CH2:9]([CH:11]([N:14]1[C:22]2[N:21]3[N:23]=[C:24]([CH3:26])[C:25]([I:1])=[C:20]3[N:19]=[C:18]([CH3:27])[C:17]=2[CH2:16][CH2:15]1)[CH2:12][CH3:13])[CH3:10].